From a dataset of Forward reaction prediction with 1.9M reactions from USPTO patents (1976-2016). Predict the product of the given reaction. (1) Given the reactants [CH2:1]([NH:3][C:4](=[O:32])[NH:5][C:6]1[N:11]=[CH:10][C:9]([C:12]2[C:13](F)=[N:14][CH:15]=[C:16]([C:18]([O:20]C)=[O:19])[CH:17]=2)=[C:8]([C:23]2[S:24][CH:25]=[C:26]([C:28]([F:31])([F:30])[F:29])[N:27]=2)[CH:7]=1)[CH3:2].[CH3:33][N:34]1[C:39]([CH3:41])([CH3:40])[CH2:38][CH:37]([OH:42])[CH2:36][C:35]1([CH3:44])[CH3:43], predict the reaction product. The product is: [CH2:1]([NH:3][C:4](=[O:32])[NH:5][C:6]1[N:11]=[CH:10][C:9]([C:12]2[C:13]([O:42][CH:37]3[CH2:36][C:35]([CH3:43])([CH3:44])[N:34]([CH3:33])[C:39]([CH3:41])([CH3:40])[CH2:38]3)=[N:14][CH:15]=[C:16]([C:18]([OH:20])=[O:19])[CH:17]=2)=[C:8]([C:23]2[S:24][CH:25]=[C:26]([C:28]([F:30])([F:31])[F:29])[N:27]=2)[CH:7]=1)[CH3:2]. (2) Given the reactants [Cl:1][C:2]1[C:7]([C:8]([F:11])([F:10])[F:9])=[CH:6][C:5]([OH:12])=[C:4]([N+:13]([O-])=O)[CH:3]=1.C(OCC)(=O)C.C(O)(=O)C, predict the reaction product. The product is: [NH2:13][C:4]1[CH:3]=[C:2]([Cl:1])[C:7]([C:8]([F:11])([F:9])[F:10])=[CH:6][C:5]=1[OH:12]. (3) Given the reactants [OH:1][CH:2]1[CH:7]([C:8]2[CH:13]=[CH:12][C:11]([O:14][CH2:15][CH2:16][CH2:17][O:18][CH2:19][C:20]3[CH:25]=[CH:24][CH:23]=[CH:22][C:21]=3[O:26][CH3:27])=[CH:10][CH:9]=2)[CH2:6][CH2:5][N:4]([C:28]([O:30][C:31]([CH3:34])([CH3:33])[CH3:32])=[O:29])[CH2:3]1.Cl[CH2:36][C:37]1[CH:46]=[C:45]([O:47][CH3:48])[C:44]2[C:39](=[CH:40][CH:41]=[CH:42][CH:43]=2)[C:38]=1[O:49][CH3:50], predict the reaction product. The product is: [CH3:50][O:49][C:38]1[C:39]2[C:44](=[CH:43][CH:42]=[CH:41][CH:40]=2)[C:45]([O:47][CH3:48])=[CH:46][C:37]=1[CH2:36][O:1][CH:2]1[CH:7]([C:8]2[CH:13]=[CH:12][C:11]([O:14][CH2:15][CH2:16][CH2:17][O:18][CH2:19][C:20]3[CH:25]=[CH:24][CH:23]=[CH:22][C:21]=3[O:26][CH3:27])=[CH:10][CH:9]=2)[CH2:6][CH2:5][N:4]([C:28]([O:30][C:31]([CH3:34])([CH3:33])[CH3:32])=[O:29])[CH2:3]1. (4) Given the reactants [CH2:1]([O:8][C:9]([N:11]1[CH2:15][CH:14]([O:16][CH3:17])[C:13]([CH3:21])(C(O)=O)[CH2:12]1)=[O:10])[C:2]1[CH:7]=[CH:6][CH:5]=[CH:4][CH:3]=1.C([N:24](CC)CC)C.C1(P(N=[N+]=[N-])(C2C=CC=CC=2)=O)C=CC=CC=1.[C:46](O[C:46]([O:48][C:49]([CH3:52])([CH3:51])[CH3:50])=[O:47])([O:48][C:49]([CH3:52])([CH3:51])[CH3:50])=[O:47], predict the reaction product. The product is: [CH2:1]([O:8][C:9]([N:11]1[CH2:15][CH:14]([O:16][CH3:17])[C:13]([NH:24][C:46]([O:48][C:49]([CH3:52])([CH3:51])[CH3:50])=[O:47])([CH3:21])[CH2:12]1)=[O:10])[C:2]1[CH:3]=[CH:4][CH:5]=[CH:6][CH:7]=1. (5) Given the reactants [CH3:1][O:2][C:3]1[CH:8]=[CH:7][C:6]([C:9](=[O:11])[CH3:10])=[CH:5][C:4]=1[F:12].[CH3:13][C:14]1[CH:15]=[C:16]([CH:19]=[C:20]([CH3:23])[C:21]=1[OH:22])[CH:17]=O, predict the reaction product. The product is: [CH3:1][O:2][C:3]1[CH:8]=[CH:7][C:6]([C:9](=[O:11])[CH:10]=[CH:17][C:16]2[CH:19]=[C:20]([CH3:23])[C:21]([OH:22])=[C:14]([CH3:13])[CH:15]=2)=[CH:5][C:4]=1[F:12]. (6) Given the reactants [N+:1]([C:4]1[CH:19]=[CH:18][C:7]2[NH:8][C:9]([C:11]3[CH:16]=[CH:15][CH:14]=[CH:13][C:12]=3[OH:17])=[N:10][C:6]=2[CH:5]=1)([O-])=O, predict the reaction product. The product is: [NH2:1][C:4]1[CH:19]=[CH:18][C:7]2[NH:8][C:9]([C:11]3[CH:16]=[CH:15][CH:14]=[CH:13][C:12]=3[OH:17])=[N:10][C:6]=2[CH:5]=1. (7) Given the reactants Cl[C:2]1[N:11]=[C:10]([NH:12][CH2:13][C:14]2[CH:19]=[CH:18][C:17]([NH:20][C:21](=[O:29])[C:22]3[CH:27]=[CH:26][C:25]([F:28])=[CH:24][CH:23]=3)=[CH:16][CH:15]=2)[C:9]2[C:4](=[CH:5][CH:6]=[CH:7][CH:8]=2)[N:3]=1.[NH:30]1[CH2:35][CH2:34][CH2:33][CH2:32][CH2:31]1, predict the reaction product. The product is: [F:28][C:25]1[CH:26]=[CH:27][C:22]([C:21]([NH:20][C:17]2[CH:18]=[CH:19][C:14]([CH2:13][NH:12][C:10]3[C:9]4[C:4](=[CH:5][CH:6]=[CH:7][CH:8]=4)[N:3]=[C:2]([N:30]4[CH2:35][CH2:34][CH2:33][CH2:32][CH2:31]4)[N:11]=3)=[CH:15][CH:16]=2)=[O:29])=[CH:23][CH:24]=1. (8) The product is: [C:17]([O:21][C:22](=[O:46])[CH2:23][CH2:24][N:25]([CH2:26][C:27]([N:29]1[C:37]2[C:32](=[CH:33][C:34]([O:38][CH2:6][C:5]3[CH:4]=[C:3]([C:2]([F:16])([F:15])[F:1])[CH:10]=[C:9]([C:11]([F:14])([F:13])[F:12])[CH:8]=3)=[CH:35][CH:36]=2)[CH2:31][CH2:30]1)=[O:28])[C:39]([O:41][C:42]([CH3:45])([CH3:44])[CH3:43])=[O:40])([CH3:18])([CH3:19])[CH3:20]. Given the reactants [F:1][C:2]([F:16])([F:15])[C:3]1[CH:4]=[C:5]([CH:8]=[C:9]([C:11]([F:14])([F:13])[F:12])[CH:10]=1)[CH2:6]Br.[C:17]([O:21][C:22](=[O:46])[CH2:23][CH2:24][N:25]([C:39]([O:41][C:42]([CH3:45])([CH3:44])[CH3:43])=[O:40])[CH2:26][C:27]([N:29]1[C:37]2[C:32](=[CH:33][C:34]([OH:38])=[CH:35][CH:36]=2)[CH2:31][CH2:30]1)=[O:28])([CH3:20])([CH3:19])[CH3:18].C(=O)([O-])[O-].[K+].[K+], predict the reaction product.